From a dataset of Peptide-MHC class II binding affinity with 134,281 pairs from IEDB. Regression. Given a peptide amino acid sequence and an MHC pseudo amino acid sequence, predict their binding affinity value. This is MHC class II binding data. (1) The peptide sequence is HTLMSIVSSLHLSIR. The MHC is DRB1_0101 with pseudo-sequence DRB1_0101. The binding affinity (normalized) is 0.648. (2) The peptide sequence is DDCVAIGTGSSNIVI. The MHC is HLA-DQA10301-DQB10302 with pseudo-sequence HLA-DQA10301-DQB10302. The binding affinity (normalized) is 0.225. (3) The peptide sequence is QELLDIANYLMEQIQ. The MHC is DRB3_0202 with pseudo-sequence DRB3_0202. The binding affinity (normalized) is 0.0608. (4) The peptide sequence is AGGLLEQAAAVEEAS. The MHC is HLA-DQA10301-DQB10302 with pseudo-sequence HLA-DQA10301-DQB10302. The binding affinity (normalized) is 0.431. (5) The peptide sequence is DIYKGVYQFKSVEFD. The MHC is DRB1_0101 with pseudo-sequence DRB1_0101. The binding affinity (normalized) is 0.192. (6) The peptide sequence is CIEYVTLNASQYANC. The MHC is HLA-DPA10301-DPB10402 with pseudo-sequence HLA-DPA10301-DPB10402. The binding affinity (normalized) is 0.599. (7) The peptide sequence is MWEHAFYLQYKNVKV. The MHC is DRB1_1201 with pseudo-sequence DRB1_1201. The binding affinity (normalized) is 0.426.